This data is from Forward reaction prediction with 1.9M reactions from USPTO patents (1976-2016). The task is: Predict the product of the given reaction. (1) Given the reactants [CH:1]1[C:6]([C@H:7]2[C@H:12]([CH2:13][O:14][C:15]3[CH:16]=[CH:17][C:18]4[O:23][CH2:22][O:21][C:19]=4[CH:20]=3)[CH2:11][NH:10][CH2:9][CH2:8]2)=[CH:5][CH:4]=[C:3](F)[CH:2]=1.[CH3:25][S:26]([OH:29])(=[O:28])=[O:27].CCCCCC, predict the reaction product. The product is: [CH3:25][S:26]([OH:29])(=[O:28])=[O:27].[CH2:8]1[C@@H:7]([C:6]2[CH:1]=[CH:2][CH:3]=[CH:4][CH:5]=2)[C@H:12]([CH2:13][O:14][C:15]2[CH:16]=[CH:17][C:18]3[O:23][CH2:22][O:21][C:19]=3[CH:20]=2)[CH2:11][NH:10][CH2:9]1. (2) The product is: [F:2][C:3]1[CH:8]=[CH:7][C:6]([NH:9][C:10]2[C:15]([NH:16][N:17]=[CH:31][C:30]3[C:29]4[C:24](=[CH:25][CH:26]=[CH:27][CH:28]=4)[NH:23][C:22]=3[CH3:21])=[N:14][C:13]3=[N:18][O:19][N:20]=[C:12]3[N:11]=2)=[CH:5][CH:4]=1. Given the reactants Cl.[F:2][C:3]1[CH:8]=[CH:7][C:6]([NH:9][C:10]2[C:15]([NH:16][NH2:17])=[N:14][C:13]3=[N:18][O:19][N:20]=[C:12]3[N:11]=2)=[CH:5][CH:4]=1.[CH3:21][C:22]1[NH:23][C:24]2[C:29]([C:30]=1[CH:31]=O)=[CH:28][CH:27]=[CH:26][CH:25]=2, predict the reaction product. (3) Given the reactants C(OC([N:8]1[CH2:13][CH2:12][N:11]([C:14]2[C:19]([F:20])=[CH:18][C:17]([C:21]([F:24])([F:23])[F:22])=[CH:16][N:15]=2)[CH2:10][CH2:9]1)=O)(C)(C)C.FC(F)(F)C(O)=O, predict the reaction product. The product is: [F:20][C:19]1[C:14]([N:11]2[CH2:12][CH2:13][NH:8][CH2:9][CH2:10]2)=[N:15][CH:16]=[C:17]([C:21]([F:22])([F:23])[F:24])[CH:18]=1. (4) Given the reactants [CH3:1][O:2][C:3]([C:5]1[CH:6]=[C:7]([CH:11]=[CH:12][CH:13]=1)[C:8](O)=[O:9])=[O:4].CCN=C=NCCCN(C)C.C1C=CC2N(O)N=NC=2C=1.[CH3:35][N:36]([CH3:38])[NH2:37].CCN(C(C)C)C(C)C, predict the reaction product. The product is: [CH3:35][N:36]([CH3:38])[NH:37][C:8]([C:7]1[CH:6]=[C:5]([CH:13]=[CH:12][CH:11]=1)[C:3]([O:2][CH3:1])=[O:4])=[O:9]. (5) Given the reactants Cl[C:2]1[C:6]2[C:7]([O:11][CH3:12])=[CH:8][CH:9]=[CH:10][C:5]=2[S:4](=[O:14])(=[O:13])[N:3]=1.[CH2:15]([NH:17][CH3:18])[CH3:16], predict the reaction product. The product is: [CH2:15]([N:17]([C:2]1[C:6]2[C:7]([O:11][CH3:12])=[CH:8][CH:9]=[CH:10][C:5]=2[S:4](=[O:14])(=[O:13])[N:3]=1)[CH3:18])[CH3:16]. (6) Given the reactants [CH2:1]([O:3][C:4]([C:6]1[CH:7]=[N:8][N:9]([CH3:22])[C:10]=1[NH:11][C:12]1[CH:17]=[CH:16][C:15]([Cl:18])=[CH:14][C:13]=1[N+:19]([O-])=O)=[O:5])[CH3:2], predict the reaction product. The product is: [CH2:1]([O:3][C:4]([C:6]1[CH:7]=[N:8][N:9]([CH3:22])[C:10]=1[NH:11][C:12]1[CH:17]=[CH:16][C:15]([Cl:18])=[CH:14][C:13]=1[NH2:19])=[O:5])[CH3:2]. (7) Given the reactants [F:1][C:2]1[C:7]([F:8])=[CH:6][CH:5]=[CH:4][C:3]=1[CH2:9][CH2:10][C:11]1[CH:16]=[C:15]([OH:17])[N:14]2[N:18]=[C:19]([NH:21]C(=O)C)[CH:20]=[C:13]2[N:12]=1.Cl.[OH-].[Na+], predict the reaction product. The product is: [NH2:21][C:19]1[CH:20]=[C:13]2[N:12]=[C:11]([CH2:10][CH2:9][C:3]3[CH:4]=[CH:5][CH:6]=[C:7]([F:8])[C:2]=3[F:1])[CH:16]=[C:15]([OH:17])[N:14]2[N:18]=1. (8) Given the reactants Br[C:2]1[CH:7]=[CH:6][N:5]=[C:4]([C:8]2[N:12]=[C:11]([C:13]3[S:14][CH:15]=[CH:16][N:17]=3)[N:10]([CH2:18][C:19]3[CH:24]=[CH:23][CH:22]=[CH:21][C:20]=3[F:25])[N:9]=2)[CH:3]=1.[Cu][C:27]#[N:28].C(O)C[OH:31].O1CCOCC1, predict the reaction product. The product is: [F:25][C:20]1[CH:21]=[CH:22][CH:23]=[CH:24][C:19]=1[CH2:18][N:10]1[C:11]([C:13]2[S:14][CH:15]=[CH:16][N:17]=2)=[N:12][C:8]([C:4]2[CH:3]=[C:2]([CH:7]=[CH:6][N:5]=2)[C:27]([NH2:28])=[O:31])=[N:9]1. (9) Given the reactants [C:1]([O:5][C:6](=[O:25])[NH:7][C@H:8]1[CH2:11][C@@H:10]([NH:12][C:13](=[O:24])[C:14]([C:17]2[C:22](Cl)=[N:21][CH:20]=[CH:19][N:18]=2)([CH3:16])[CH3:15])[CH2:9]1)([CH3:4])([CH3:3])[CH3:2].CC(C)([O-])C.[Na+], predict the reaction product. The product is: [C:1]([O:5][C:6](=[O:25])[NH:7][C@H:8]1[CH2:11][C@@H:10]([N:12]2[C:22]3=[N:21][CH:20]=[CH:19][N:18]=[C:17]3[C:14]([CH3:16])([CH3:15])[C:13]2=[O:24])[CH2:9]1)([CH3:4])([CH3:3])[CH3:2]. (10) Given the reactants Cl.[N:2]1[CH:7]=[CH:6][CH:5]=[C:4]([CH2:8][C:9]([OH:11])=[O:10])[CH:3]=1.N1C=CC=C(CC(O)=O)C=1, predict the reaction product. The product is: [NH:2]1[CH2:7][CH2:6][CH2:5][CH:4]([CH2:8][C:9]([OH:11])=[O:10])[CH2:3]1.